Dataset: Reaction yield outcomes from USPTO patents with 853,638 reactions. Task: Predict the reaction yield, written as a fraction of the theoretical maximum amount of product (1.0 means a 100% yield; for example, 0.34 means a 34% yield). (1) The reactants are [Cl:1][C:2]1[CH:3]=[C:4]([C:9]2[CH:10]=[C:11]([S:15]([NH:18][C:19]3[CH:27]=[CH:26][C:22]([C:23](O)=[O:24])=[CH:21][C:20]=3[S:28](=[O:31])(=[O:30])[NH2:29])(=[O:17])=[O:16])[CH:12]=[CH:13][CH:14]=2)[CH:5]=[CH:6][C:7]=1[Cl:8].C(N1C=CN=C1)([N:34]1C=CN=C1)=O.N.Cl. The catalyst is CN(C=O)C. The product is [Cl:1][C:2]1[CH:3]=[C:4]([C:9]2[CH:10]=[C:11]([S:15]([NH:18][C:19]3[CH:27]=[CH:26][C:22]([C:23]([NH2:34])=[O:24])=[CH:21][C:20]=3[S:28](=[O:31])(=[O:30])[NH2:29])(=[O:17])=[O:16])[CH:12]=[CH:13][CH:14]=2)[CH:5]=[CH:6][C:7]=1[Cl:8]. The yield is 0.0700. (2) The reactants are [Cl:1][C:2]1[CH:3]=[C:4]([C:8]2[N:13]=[C:12]3[CH2:14][CH2:15][CH2:16][C:11]3=[C:10]([CH2:17][C:18]3[CH:23]=[CH:22][C:21]([CH2:24][C:25]([OH:27])=[O:26])=[CH:20][CH:19]=3)[CH:9]=2)[CH:5]=[CH:6][CH:7]=1.Cl.[CH3:29]O. The catalyst is CO. The product is [Cl:1][C:2]1[CH:3]=[C:4]([C:8]2[N:13]=[C:12]3[CH2:14][CH2:15][CH2:16][C:11]3=[C:10]([CH2:17][C:18]3[CH:19]=[CH:20][C:21]([CH2:24][C:25]([O:27][CH3:29])=[O:26])=[CH:22][CH:23]=3)[CH:9]=2)[CH:5]=[CH:6][CH:7]=1. The yield is 0.480. (3) The reactants are [NH2:1][C:2]1[C:7]([C:8]2[CH:26]=[CH:25][C:11]([C:12]([NH:14][C@@H:15]([C:18]3[CH:23]=[CH:22][CH:21]=[C:20]([Cl:24])[CH:19]=3)[CH2:16][OH:17])=[O:13])=[C:10]([F:27])[CH:9]=2)=[CH:6][C:5]([C@H:28]2[CH2:32][C@@H:31]([CH2:33][OH:34])[NH:30][CH2:29]2)=[CH:4][N:3]=1.CCN(C(C)C)C(C)C.[C:44](N1C=CN=C1)(N1C=CN=C1)=[O:45]. The catalyst is C(#N)C. The product is [NH2:1][C:2]1[C:7]([C:8]2[CH:26]=[CH:25][C:11]([C:12]([NH:14][C@@H:15]([C:18]3[CH:23]=[CH:22][CH:21]=[C:20]([Cl:24])[CH:19]=3)[CH2:16][OH:17])=[O:13])=[C:10]([F:27])[CH:9]=2)=[CH:6][C:5]([C@@H:28]2[CH2:29][N:30]3[C:44](=[O:45])[O:34][CH2:33][C@@H:31]3[CH2:32]2)=[CH:4][N:3]=1. The yield is 0.0700. (4) The reactants are [NH2:1][C:2]1[CH:7]=[C:6]([O:8][C:9]2[CH:14]=[CH:13][C:12]([NH:15][C:16](=[O:28])[CH2:17][C:18]([NH:20][C:21]3[CH:26]=[CH:25][C:24]([F:27])=[CH:23][CH:22]=3)=[O:19])=[C:11]([CH3:29])[CH:10]=2)[CH:5]=[CH:4][N:3]=1.[CH3:30][N:31]([CH3:34])[CH:32]=[O:33].C(N(CC)CC)C.ClC(OC1C=CC=CC=1)=O. The catalyst is O1CCCC1.C(O)C.C(OCC)C. The product is [CH3:30][N:31]([CH3:34])[C:32](=[O:33])[NH:1][C:2]1[CH:7]=[C:6]([O:8][C:9]2[CH:14]=[CH:13][C:12]([NH:15][C:16](=[O:28])[CH2:17][C:18]([NH:20][C:21]3[CH:26]=[CH:25][C:24]([F:27])=[CH:23][CH:22]=3)=[O:19])=[C:11]([CH3:29])[CH:10]=2)[CH:5]=[CH:4][N:3]=1. The yield is 0.750.